From a dataset of Catalyst prediction with 721,799 reactions and 888 catalyst types from USPTO. Predict which catalyst facilitates the given reaction. (1) Reactant: [H-].[Al+3].[Li+].[H-].[H-].[H-].C([O:9][C:10](=O)[CH2:11][C:12]1[N:13]=[N:14][N:15]([CH:17]([CH3:19])[CH3:18])[N:16]=1)C.C([O:23][C:24](=O)[CH2:25][C:26]1[N:30]([CH:31]([CH3:33])[CH3:32])[N:29]=[N:28][N:27]=1)C.O. Product: [CH:17]([N:15]1[N:14]=[N:13][C:12]([CH2:11][CH2:10][OH:9])=[N:16]1)([CH3:19])[CH3:18].[CH:31]([N:30]1[C:26]([CH2:25][CH2:24][OH:23])=[N:27][N:28]=[N:29]1)([CH3:33])[CH3:32]. The catalyst class is: 7. (2) Reactant: C(O)(=O)C.[NH2:5][CH2:6][C@@H:7]([C:9]1[CH:10]=[CH:11][C:12]([OH:20])=[C:13]([NH:15][S:16]([CH3:19])(=[O:18])=[O:17])[CH:14]=1)[OH:8].O=[C:22]1[CH2:27][CH2:26][N:25]([C:28]2[CH:33]=[CH:32][C:31]([S:34]([N:37]3[CH2:41][C:40](=[O:42])[NH:39][C:38]3=[O:43])(=[O:36])=[O:35])=[CH:30][CH:29]=2)[CH2:24][CH2:23]1.C(O[BH-](OC(=O)C)OC(=O)C)(=O)C.[Na+]. Product: [O:43]=[C:38]1[NH:39][C:40](=[O:42])[CH2:41][N:37]1[S:34]([C:31]1[CH:30]=[CH:29][C:28]([N:25]2[CH2:26][CH2:27][CH:22]([NH:5][CH2:6][C@@H:7]([C:9]3[CH:10]=[CH:11][C:12]([OH:20])=[C:13]([NH:15][S:16]([CH3:19])(=[O:18])=[O:17])[CH:14]=3)[OH:8])[CH2:23][CH2:24]2)=[CH:33][CH:32]=1)(=[O:36])=[O:35]. The catalyst class is: 9. (3) Reactant: [Br:1][C:2]1[CH:3]=[C:4]([N:13]([CH2:20][CH3:21])[CH:14]2[CH2:19][CH2:18][O:17][CH2:16][CH2:15]2)[C:5]([CH3:12])=[C:6]([CH:11]=1)[C:7]([O:9]C)=[O:8].[OH-].[Na+]. Product: [Br:1][C:2]1[CH:3]=[C:4]([N:13]([CH2:20][CH3:21])[CH:14]2[CH2:19][CH2:18][O:17][CH2:16][CH2:15]2)[C:5]([CH3:12])=[C:6]([CH:11]=1)[C:7]([OH:9])=[O:8]. The catalyst class is: 8. (4) Reactant: C[N:2](C)/[CH:3]=[CH:4]/[C:5]([C:7]1[CH:34]=[CH:33][C:10]([O:11][C:12]2[CH:13]=[C:14]([CH:24]=[C:25]([O:27][C@@H:28]([CH3:32])[CH2:29][O:30][CH3:31])[CH:26]=2)[C:15]([NH:17][C:18]2[CH:22]=[CH:21][N:20]([CH3:23])[N:19]=2)=[O:16])=[CH:9][CH:8]=1)=O.O.[NH2:37]N. Product: [CH3:31][O:30][CH2:29][C@H:28]([CH3:32])[O:27][C:25]1[CH:24]=[C:14]([CH:13]=[C:12]([O:11][C:10]2[CH:33]=[CH:34][C:7]([C:5]3[CH:4]=[CH:3][NH:2][N:37]=3)=[CH:8][CH:9]=2)[CH:26]=1)[C:15]([NH:17][C:18]1[CH:22]=[CH:21][N:20]([CH3:23])[N:19]=1)=[O:16]. The catalyst class is: 8.